Dataset: Forward reaction prediction with 1.9M reactions from USPTO patents (1976-2016). Task: Predict the product of the given reaction. The product is: [CH2:22]([O:21][C:19]([NH:1][C@@H:2]1[CH2:11][C:10]2[C:5](=[CH:6][CH:7]=[CH:8][CH:9]=2)[CH2:4][C@H:3]1[OH:12])=[O:20])[C:23]1[CH:28]=[CH:27][CH:26]=[CH:25][CH:24]=1. Given the reactants [NH2:1][C@@H:2]1[CH2:11][C:10]2[C:5](=[CH:6][CH:7]=[CH:8][CH:9]=2)[CH2:4][C@H:3]1[OH:12].C(=O)(O)[O-].[Na+].Cl[C:19]([O:21][CH2:22][C:23]1[CH:28]=[CH:27][CH:26]=[CH:25][CH:24]=1)=[O:20], predict the reaction product.